This data is from Forward reaction prediction with 1.9M reactions from USPTO patents (1976-2016). The task is: Predict the product of the given reaction. (1) Given the reactants Cl[SiH](C)C.[CH2:5]([O:9][CH2:10][CH:11]=[CH2:12])[CH:6]1[O:8][CH2:7]1.C1C[O:16]CC1, predict the reaction product. The product is: [CH2:5]([O:9][CH2:10][CH:11]1[O:16][CH2:12]1)[CH:6]1[O:8][CH2:7]1. (2) The product is: [CH3:5][O:4][CH2:3][CH2:2][N:13]1[CH2:12][C:11]2[C:15](=[CH:16][CH:17]=[C:9]([N+:6]([O-:8])=[O:7])[CH:10]=2)[CH2:14]1. Given the reactants Br[CH2:2][CH2:3][O:4][CH3:5].[N+:6]([C:9]1[CH:10]=[C:11]2[C:15](=[CH:16][CH:17]=1)[CH2:14][NH:13][CH2:12]2)([O-:8])=[O:7].CCN(CC)CC, predict the reaction product. (3) Given the reactants [CH:1]([C:4]1[CH:15]=[CH:14][C:7]([CH2:8][N:9]2[CH2:12][CH:11]([OH:13])[CH2:10]2)=[CH:6][CH:5]=1)([CH3:3])[CH3:2].[H-].[Na+].[Br:18][C:19]1[CH:20]=[CH:21][C:22](Cl)=[N:23][CH:24]=1, predict the reaction product. The product is: [Br:18][C:19]1[CH:20]=[CH:21][C:22]([O:13][CH:11]2[CH2:10][N:9]([CH2:8][C:7]3[CH:14]=[CH:15][C:4]([CH:1]([CH3:3])[CH3:2])=[CH:5][CH:6]=3)[CH2:12]2)=[N:23][CH:24]=1. (4) Given the reactants [OH:1][C:2]1[CH:36]=[CH:35][C:5]([C:6]([CH2:8][NH:9][C:10]2[CH:15]=[C:14]([O:16][CH3:17])[CH:13]=[CH:12][C:11]=2[CH:18]2[CH2:27][CH2:26][C:25]3[CH:24]=[C:23]([O:28]C(=O)C(C)(C)C)[CH:22]=[CH:21][C:20]=3[CH2:19]2)=O)=[CH:4][CH:3]=1.[N:37]1([C:41](=O)[CH2:42]Cl)[CH2:40][CH2:39][CH2:38]1, predict the reaction product. The product is: [N:37]1([CH2:41][CH2:42][O:1][C:2]2[CH:36]=[CH:35][C:5]([CH2:6][CH2:8][NH:9][C:10]3[CH:15]=[C:14]([O:16][CH3:17])[CH:13]=[CH:12][C:11]=3[CH:18]3[CH2:27][CH2:26][C:25]4[CH:24]=[C:23]([OH:28])[CH:22]=[CH:21][C:20]=4[CH2:19]3)=[CH:4][CH:3]=2)[CH2:40][CH2:39][CH2:38]1. (5) Given the reactants [F:1][C:2]1[CH:10]=[C:9]([O:11][CH2:12][CH2:13][CH:14]2[CH2:19][CH2:18][CH2:17][CH2:16][NH:15]2)[C:5]([C:6]([NH2:8])=[O:7])=[C:4]([NH:20][C:21]2[CH:26]=[CH:25][C:24]([I:27])=[CH:23][C:22]=2[F:28])[CH:3]=1.C(N(CC)CC)C.[CH3:36][N:37]([CH3:41])[C:38](Cl)=[O:39], predict the reaction product. The product is: [CH3:36][N:37]([CH3:41])[C:38]([N:15]1[CH2:16][CH2:17][CH2:18][CH2:19][CH:14]1[CH2:13][CH2:12][O:11][C:9]1[CH:10]=[C:2]([F:1])[CH:3]=[C:4]([NH:20][C:21]2[CH:26]=[CH:25][C:24]([I:27])=[CH:23][C:22]=2[F:28])[C:5]=1[C:6](=[O:7])[NH2:8])=[O:39]. (6) Given the reactants [F:1][C:2]1[CH:7]=[C:6]([O:8][CH2:9][CH2:10][CH2:11][Cl:12])[CH:5]=[CH:4][C:3]=1[C:13](=[O:15])[CH3:14].[Br:16]Br.C(=O)(O)[O-].[Na+], predict the reaction product. The product is: [Br:16][CH2:14][C:13]([C:3]1[CH:4]=[CH:5][C:6]([O:8][CH2:9][CH2:10][CH2:11][Cl:12])=[CH:7][C:2]=1[F:1])=[O:15]. (7) Given the reactants I[C:2]1[CH:3]=[N:4][N:5]2[CH2:10][C@H:9]([CH3:11])[N:8]([C:12]([O:14][C:15]([CH3:18])([CH3:17])[CH3:16])=[O:13])[CH2:7][C:6]=12.[OH:19][CH2:20][CH:21]1[CH2:25][NH:24][C:23](=[O:26])[CH2:22]1.P([O-])([O-])([O-])=O.[K+].[K+].[K+].CN[C@@H]1CCCC[C@H]1NC, predict the reaction product. The product is: [OH:19][CH2:20][CH:21]1[CH2:25][N:24]([C:2]2[CH:3]=[N:4][N:5]3[CH2:10][C@H:9]([CH3:11])[N:8]([C:12]([O:14][C:15]([CH3:18])([CH3:17])[CH3:16])=[O:13])[CH2:7][C:6]=23)[C:23](=[O:26])[CH2:22]1.